From a dataset of Reaction yield outcomes from USPTO patents with 853,638 reactions. Predict the reaction yield, written as a fraction of the theoretical maximum amount of product (1.0 means a 100% yield; for example, 0.34 means a 34% yield). (1) The reactants are CC(C)([O-])C.[K+].[CH3:7][N:8]1[CH2:12][CH2:11][CH:10]([OH:13])[CH2:9]1.F[C:15]1[CH:20]=[CH:19][C:18]([N+:21]([O-:23])=[O:22])=[CH:17][CH:16]=1. The catalyst is C1COCC1. The product is [CH3:7][N:8]1[CH2:12][CH2:11][CH:10]([O:13][C:15]2[CH:20]=[CH:19][C:18]([N+:21]([O-:23])=[O:22])=[CH:17][CH:16]=2)[CH2:9]1. The yield is 0.440. (2) The reactants are [C:1]([O:8][CH3:9])(=[O:7])/[CH:2]=[CH:3]/[C:4]([O-:6])=O.C(Cl)(=O)C(Cl)=O.NCCN[C:20](=[O:26])[O:21][C:22]([CH3:25])([CH3:24])[CH3:23].[CH3:27][CH2:28][N:29](CC)CC. The catalyst is C(Cl)Cl.CN(C=O)C. The product is [C:22]([O:21][C:20]([CH2:27][CH2:28][NH:29][C:4](=[O:6])/[CH:3]=[CH:2]/[C:1]([O:8][CH3:9])=[O:7])=[O:26])([CH3:23])([CH3:24])[CH3:25]. The yield is 0.620.